This data is from Forward reaction prediction with 1.9M reactions from USPTO patents (1976-2016). The task is: Predict the product of the given reaction. (1) Given the reactants [OH:1][C@H:2]1[CH2:7][CH2:6][C@H:5]2[C@H:8]3[C@H:18]([CH2:19][CH2:20][C@:3]12[CH3:4])[C@:16]1([CH3:17])[C:11](=[CH:12][C:13](=[O:21])[CH2:14][CH2:15]1)[C:10](=[CH2:22])[CH2:9]3.ClC1C(=O)C(C#N)=C(C#N)C(=O)C=1Cl.C(O)(=O)C1C=CC=CC=1, predict the reaction product. The product is: [OH:1][C@H:2]1[CH2:7][CH2:6][C@H:5]2[C@H:8]3[C@H:18]([CH2:19][CH2:20][C@:3]12[CH3:4])[C@:16]1([CH3:17])[C:11](=[CH:12][C:13](=[O:21])[CH:14]=[CH:15]1)[C:10](=[CH2:22])[CH2:9]3. (2) Given the reactants Cl.[NH2:2][CH2:3][C:4]1[CH:5]=[C:6]2[C:10](=[CH:11][CH:12]=1)[C:9](=[O:13])[N:8]([CH:14]1[CH2:19][CH2:18][C:17](=[O:20])[NH:16][C:15]1=[O:21])[CH2:7]2.[F:22][C:23]([F:34])([F:33])[C:24]1[CH:25]=[C:26]([CH:30]=[CH:31][CH:32]=1)C(Cl)=O.C(N(CC)CC)C.CN(C)[CH:44]=[O:45], predict the reaction product. The product is: [O:21]=[C:15]1[CH:14]([N:8]2[CH2:7][C:6]3[C:10](=[CH:11][CH:12]=[C:4]([CH2:3][NH:2][C:44](=[O:45])[C:25]4[CH:26]=[CH:30][CH:31]=[CH:32][C:24]=4[C:23]([F:22])([F:33])[F:34])[CH:5]=3)[C:9]2=[O:13])[CH2:19][CH2:18][C:17](=[O:20])[NH:16]1. (3) Given the reactants [CH2:1]([O:8][C:9]1[CH:14]=[CH:13][C:12]([C:15]([C:17]2[C:22](Cl)=[N:21][CH:20]=[CH:19][N:18]=2)=O)=[CH:11][CH:10]=1)[C:2]1[CH:7]=[CH:6][CH:5]=[CH:4][CH:3]=1.O.[NH2:25][NH2:26], predict the reaction product. The product is: [CH2:1]([O:8][C:9]1[CH:14]=[CH:13][C:12]([C:15]2[C:17]3[C:22](=[N:21][CH:20]=[CH:19][N:18]=3)[NH:26][N:25]=2)=[CH:11][CH:10]=1)[C:2]1[CH:7]=[CH:6][CH:5]=[CH:4][CH:3]=1. (4) Given the reactants [N+:1]([CH2:4][CH2:5][C:6]1[NH:7][CH:8]=[CH:9][CH:10]=1)([O-:3])=[O:2].[O:11]=[C:12]([CH:14]=[C:15]([CH3:17])[CH3:16])[CH3:13].[CH2:18]1[CH2:28][CH2:27]N2[C:21](=NCCC2)[CH2:20][CH2:19]1.[CH3:29]C#N, predict the reaction product. The product is: [CH3:29][C:21]1[CH:20]=[CH:19][C:18]([C:10]2[CH:9]=[CH:8][NH:7][C:6]=2[CH2:5][CH:4]([N+:1]([O-:3])=[O:2])[C:15]([CH3:17])([CH3:16])[CH2:14][C:12](=[O:11])[CH3:13])=[CH:28][CH:27]=1. (5) Given the reactants [N:1]1([S:5]([NH:8][C:9](=[O:29])[C:10]2[CH:15]=[C:14](Cl)[C:13]([O:17][CH2:18][C:19]3([C:24]([F:27])([F:26])[F:25])[CH2:23][CH2:22][CH2:21][CH2:20]3)=[CH:12][C:11]=2[F:28])(=[O:7])=[O:6])[CH2:4][CH2:3][CH2:2]1.[CH:30]1(B(O)O)[CH2:32][CH2:31]1.P([O-])([O-])([O-])=O.[K+].[K+].[K+].F[B-](F)(F)F.C1(P(C2CCCCC2)C2CCCCC2)CCCCC1.Cl, predict the reaction product. The product is: [N:1]1([S:5]([NH:8][C:9](=[O:29])[C:10]2[CH:15]=[C:14]([CH:30]3[CH2:32][CH2:31]3)[C:13]([O:17][CH2:18][C:19]3([C:24]([F:27])([F:26])[F:25])[CH2:23][CH2:22][CH2:21][CH2:20]3)=[CH:12][C:11]=2[F:28])(=[O:7])=[O:6])[CH2:4][CH2:3][CH2:2]1. (6) Given the reactants [Br:1][C:2]1[CH:7]=[CH:6][C:5]([CH:8]([CH2:11][OH:12])[CH2:9][OH:10])=[CH:4][CH:3]=1.[C:13](OC=C)(=[O:15])[CH3:14], predict the reaction product. The product is: [C:13]([O:10][CH2:9][CH:8]([C:5]1[CH:4]=[CH:3][C:2]([Br:1])=[CH:7][CH:6]=1)[CH2:11][OH:12])(=[O:15])[CH3:14]. (7) Given the reactants C([O:3][C:4](=[O:25])[C:5]([O:15][C:16]1[CH:24]=[CH:23][C:19]2[O:20][CH2:21][O:22][C:18]=2[CH:17]=1)([CH3:14])[CH2:6][C:7]1[CH:12]=[CH:11][C:10]([OH:13])=[CH:9][CH:8]=1)C.[CH3:26][C:27]1[O:31][C:30]([C:32]2[S:33][CH:34]=[CH:35][CH:36]=2)=[N:29][C:28]=1[CH2:37][CH2:38]OS(C1C=CC(C)=CC=1)(=O)=O, predict the reaction product. The product is: [O:20]1[C:19]2[CH:23]=[CH:24][C:16]([O:15][C:5]([CH3:14])([CH2:6][C:7]3[CH:12]=[CH:11][C:10]([O:13][CH2:38][CH2:37][C:28]4[N:29]=[C:30]([C:32]5[S:33][CH:34]=[CH:35][CH:36]=5)[O:31][C:27]=4[CH3:26])=[CH:9][CH:8]=3)[C:4]([OH:3])=[O:25])=[CH:17][C:18]=2[O:22][CH2:21]1. (8) Given the reactants Br[C:2]1[CH:3]=[C:4]([CH2:8][CH2:9][NH:10][C:11](=[O:17])[O:12][C:13]([CH3:16])([CH3:15])[CH3:14])[CH:5]=[N:6][CH:7]=1.C1(C(C2C=CC=CC=2)=[NH:25])C=CC=CC=1.C([O-])([O-])=O.[Cs+].[Cs+].C(O[Na])(C)=O.NO.Cl, predict the reaction product. The product is: [NH2:25][C:2]1[CH:3]=[C:4]([CH2:8][CH2:9][NH:10][C:11](=[O:17])[O:12][C:13]([CH3:16])([CH3:15])[CH3:14])[CH:5]=[N:6][CH:7]=1.